This data is from Full USPTO retrosynthesis dataset with 1.9M reactions from patents (1976-2016). The task is: Predict the reactants needed to synthesize the given product. (1) Given the product [CH3:25][C:26]([OH:43])([CH3:42])[CH2:27][N:28]1[CH:32]=[C:31]([C:2]2[CH:24]=[CH:23][C:5]3[C:6]4[N:7]=[C:8]([C:14]5[N:15]([CH:19]6[CH2:22][O:21][CH2:20]6)[CH:16]=[CH:17][N:18]=5)[S:9][C:10]=4[CH2:11][CH2:12][O:13][C:4]=3[CH:3]=2)[CH:30]=[N:29]1, predict the reactants needed to synthesize it. The reactants are: Br[C:2]1[CH:24]=[CH:23][C:5]2[C:6]3[N:7]=[C:8]([C:14]4[N:15]([CH:19]5[CH2:22][O:21][CH2:20]5)[CH:16]=[CH:17][N:18]=4)[S:9][C:10]=3[CH2:11][CH2:12][O:13][C:4]=2[CH:3]=1.[CH3:25][C:26]([OH:43])([CH3:42])[CH2:27][N:28]1[CH:32]=[C:31](B2OC(C)(C)C(C)(C)O2)[CH:30]=[N:29]1. (2) The reactants are: [OH:1][C:2]1[CH:11]=[C:10]([S:12][CH3:13])[CH:9]=[CH:8][C:3]=1[C:4]([O:6][CH3:7])=[O:5].[C:14]([O:18][C:19]([NH:21][CH2:22][CH2:23][CH2:24]O)=[O:20])([CH3:17])([CH3:16])[CH3:15]. Given the product [C:14]([O:18][C:19]([NH:21][CH2:22][CH2:23][CH2:24][O:1][C:2]1[CH:11]=[C:10]([S:12][CH3:13])[CH:9]=[CH:8][C:3]=1[C:4]([O:6][CH3:7])=[O:5])=[O:20])([CH3:17])([CH3:16])[CH3:15], predict the reactants needed to synthesize it. (3) Given the product [Br:1][C:2]1[CH:7]=[N:6][C:5]([C:8]2[CH:9]=[CH:10][C:11]([CH2:14][C@H:15]([NH:23][C:24]([C:26]3[S:27][C:28]([CH2:31][CH3:32])=[CH:29][CH:30]=3)=[O:25])[C:16]([OH:18])=[O:17])=[CH:12][CH:13]=2)=[N:4][CH:3]=1, predict the reactants needed to synthesize it. The reactants are: [Br:1][C:2]1[CH:3]=[N:4][C:5]([C:8]2[CH:13]=[CH:12][C:11]([CH2:14][C@H:15]([NH:23][C:24]([C:26]3[S:27][C:28]([CH2:31][CH3:32])=[CH:29][CH:30]=3)=[O:25])[C:16]([O:18]C(C)(C)C)=[O:17])=[CH:10][CH:9]=2)=[N:6][CH:7]=1.C(O)(C(F)(F)F)=O. (4) The reactants are: [F:1][C:2]1[CH:39]=[C:38]([F:40])[CH:37]=[CH:36][C:3]=1[O:4][C:5]1[C:14]([C:15]2[C:16]3[CH:25]=[CH:24][N:23](S(C4C=CC(C)=CC=4)(=O)=O)[C:17]=3[C:18](=[O:22])[N:19]([CH3:21])[CH:20]=2)=[CH:13][C:8]2[NH:9][C:10](=[O:12])[NH:11][C:7]=2[CH:6]=1.C(O)C.[OH-].[Na+].O. Given the product [F:1][C:2]1[CH:39]=[C:38]([F:40])[CH:37]=[CH:36][C:3]=1[O:4][C:5]1[C:14]([C:15]2[C:16]3[CH:25]=[CH:24][NH:23][C:17]=3[C:18](=[O:22])[N:19]([CH3:21])[CH:20]=2)=[CH:13][C:8]2[NH:9][C:10](=[O:12])[NH:11][C:7]=2[CH:6]=1, predict the reactants needed to synthesize it.